Dataset: Forward reaction prediction with 1.9M reactions from USPTO patents (1976-2016). Task: Predict the product of the given reaction. (1) Given the reactants [NH:1]1[C:9]2[C:4](=[CH:5][CH:6]=[CH:7][CH:8]=2)[C:3]2([C:21]3[C:12](=[CH:13][C:14]4[O:19][CH2:18][CH2:17][O:16][C:15]=4[CH:20]=3)[O:11][CH2:10]2)[C:2]1=[O:22].[NH:23]1[C:31]2[C:26](=CC=C[CH:30]=2)[C:25]2(COC3C=C4C(=[CH:42][C:32]2=3)CCO4)C1=O.Br.BrCC1C=CC=CN=1.BrCC1CCCCO1, predict the reaction product. The product is: [N:23]1[CH:42]=[CH:32][CH:25]=[CH:26][C:31]=1[CH2:30][N:1]1[C:9]2[C:4](=[CH:5][CH:6]=[CH:7][CH:8]=2)[C:3]2([C:21]3[C:12](=[CH:13][C:14]4[O:19][CH2:18][CH2:17][O:16][C:15]=4[CH:20]=3)[O:11][CH2:10]2)[C:2]1=[O:22]. (2) Given the reactants [C:1]([OH:7])([C:3]([F:6])([F:5])[F:4])=[O:2].C(OC(=O)[NH:14][C@@H:15]([C:25]1[CH:30]=[CH:29][C:28]([O:31][CH2:32][CH2:33][C@H:34]([CH:36]2[CH2:41][CH2:40][N:39]([C:42]3[O:46][N:45]=[C:44]([CH:47]([CH3:49])[CH3:48])[N:43]=3)[CH2:38][CH2:37]2)[CH3:35])=[CH:27][C:26]=1[CH3:50])[C:16]([N:18]1[CH2:22][CH2:21][CH2:20][C@H:19]1[C:23]#[N:24])=[O:17])(C)(C)C, predict the reaction product. The product is: [F:4][C:3]([F:6])([F:5])[C:1]([OH:7])=[O:2].[NH2:14][C@@H:15]([C:25]1[CH:30]=[CH:29][C:28]([O:31][CH2:32][CH2:33][C@H:34]([CH:36]2[CH2:41][CH2:40][N:39]([C:42]3[O:46][N:45]=[C:44]([CH:47]([CH3:49])[CH3:48])[N:43]=3)[CH2:38][CH2:37]2)[CH3:35])=[CH:27][C:26]=1[CH3:50])[C:16]([N:18]1[CH2:22][CH2:21][CH2:20][C@H:19]1[C:23]#[N:24])=[O:17].